This data is from Catalyst prediction with 721,799 reactions and 888 catalyst types from USPTO. The task is: Predict which catalyst facilitates the given reaction. (1) Reactant: COC[O:4][C:5]1[CH:10]=[CH:9][C:8]([C:11]2[CH:15]=[C:14]([C:16]([O:18][CH2:19][CH3:20])=[O:17])[O:13][N:12]=2)=[CH:7][C:6]=1[CH3:21].Cl. Product: [OH:4][C:5]1[CH:10]=[CH:9][C:8]([C:11]2[CH:15]=[C:14]([C:16]([O:18][CH2:19][CH3:20])=[O:17])[O:13][N:12]=2)=[CH:7][C:6]=1[CH3:21]. The catalyst class is: 49. (2) Reactant: Br[C:2]1[CH:11]=[CH:10][C:9]2[O:8][CH2:7][C:6]3[CH:12]=[C:13]([C:15]([N:17]([C:19]4[CH:24]=[CH:23][C:22]([F:25])=[CH:21][C:20]=4[F:26])[CH3:18])=[O:16])[S:14][C:5]=3[C:4]=2[CH:3]=1.C([Li])CCC.CN(C)[CH:34]=[O:35].[Cl-].[NH4+]. Product: [F:26][C:20]1[CH:21]=[C:22]([F:25])[CH:23]=[CH:24][C:19]=1[N:17]([CH3:18])[C:15]([C:13]1[S:14][C:5]2[C:4]3[CH:3]=[C:2]([CH:34]=[O:35])[CH:11]=[CH:10][C:9]=3[O:8][CH2:7][C:6]=2[CH:12]=1)=[O:16]. The catalyst class is: 7. (3) Reactant: [CH2:1]([O:4][CH2:5][C@@H:6]1[N:11]([CH3:12])[CH2:10][CH2:9][N:8]([C:13]2[C:22]3[CH:21]=[C:20]([CH3:23])[S:19][C:18]=3[NH:17][C:16]3[CH:24]=[CH:25][CH:26]=[CH:27][C:15]=3[N:14]=2)[CH2:7]1)[CH:2]=[CH2:3]. Product: [CH3:12][N:11]1[CH2:10][CH2:9][N:8]([C:13]2[C:22]3[CH:21]=[C:20]([CH3:23])[S:19][C:18]=3[NH:17][C:16]3[CH:24]=[CH:25][CH:26]=[CH:27][C:15]=3[N:14]=2)[CH2:7][C@@H:6]1[CH2:5][O:4][CH2:1][CH2:2][CH3:3]. The catalyst class is: 421. (4) Reactant: [NH2:1][C:2](=[O:39])[CH2:3][C:4]1[CH:38]=[CH:37][CH:36]=[CH:35][C:5]=1[CH2:6][CH2:7][C:8]1[C:13]([CH3:14])=[CH:12][N:11]=[C:10]([NH:15][C:16]2[CH:21]=[CH:20][C:19]([N:22]3[CH2:27][CH2:26][N:25](C(OC(C)(C)C)=O)[CH2:24][CH2:23]3)=[CH:18][CH:17]=2)[N:9]=1.C(O)(C(F)(F)F)=O. Product: [CH3:14][C:13]1[C:8]([CH2:7][CH2:6][C:5]2[CH:35]=[CH:36][CH:37]=[CH:38][C:4]=2[CH2:3][C:2]([NH2:1])=[O:39])=[N:9][C:10]([NH:15][C:16]2[CH:21]=[CH:20][C:19]([N:22]3[CH2:27][CH2:26][NH:25][CH2:24][CH2:23]3)=[CH:18][CH:17]=2)=[N:11][CH:12]=1. The catalyst class is: 61.